Dataset: Full USPTO retrosynthesis dataset with 1.9M reactions from patents (1976-2016). Task: Predict the reactants needed to synthesize the given product. (1) The reactants are: [OH-].[Na+].[CH3:3][O:4][C@H:5]1[CH2:9][CH2:8][N:7]([C:10]2[CH:11]=[CH:12][C:13]3[C:19]4[N:20]([CH:28]5[CH2:33][CH2:32][CH2:31][CH2:30][O:29]5)[N:21]=[C:22]([C:23]([O:25]CC)=[O:24])[C:18]=4[CH2:17][O:16][C:14]=3[CH:15]=2)[CH2:6]1. Given the product [CH3:3][O:4][C@H:5]1[CH2:9][CH2:8][N:7]([C:10]2[CH:11]=[CH:12][C:13]3[C:19]4[N:20]([CH:28]5[CH2:33][CH2:32][CH2:31][CH2:30][O:29]5)[N:21]=[C:22]([C:23]([OH:25])=[O:24])[C:18]=4[CH2:17][O:16][C:14]=3[CH:15]=2)[CH2:6]1, predict the reactants needed to synthesize it. (2) Given the product [CH3:4][C:2]([O:5][C:6]([N:8]1[CH2:9][CH2:10][CH:11]([CH2:14][C:15]2[CH:16]=[C:17]([C:69]([NH:24][CH2:25][C:26]3[CH:27]=[CH:28][C:29]([F:56])=[C:30]([C:32]4[CH:37]=[CH:36][CH:35]=[C:34]([CH2:38][N:39]5[CH2:44][CH2:43][N:42]([C:45]([O:47][CH2:48][C:49]6[CH:54]=[CH:53][CH:52]=[CH:51][CH:50]=6)=[O:46])[C@@H:41]([CH3:55])[CH2:40]5)[CH:33]=4)[CH:31]=3)=[O:73])[CH:21]=[CH:22][CH:23]=2)[CH2:12][CH2:13]1)=[O:7])([CH3:1])[CH3:3], predict the reactants needed to synthesize it. The reactants are: [CH3:1][C:2]([O:5][C:6]([N:8]1[CH2:13][CH2:12][CH:11]([CH2:14][C:15]2[CH:16]=[C:17]([CH:21]=[CH:22][CH:23]=2)C(O)=O)[CH2:10][CH2:9]1)=[O:7])([CH3:4])[CH3:3].[NH2:24][CH2:25][C:26]1[CH:27]=[CH:28][C:29]([F:56])=[C:30]([C:32]2[CH:37]=[CH:36][CH:35]=[C:34]([CH2:38][N:39]3[CH2:44][CH2:43][N:42]([C:45]([O:47][CH2:48][C:49]4[CH:54]=[CH:53][CH:52]=[CH:51][CH:50]=4)=[O:46])[C@@H:41]([CH3:55])[CH2:40]3)[CH:33]=2)[CH:31]=1.CCN(C(C)C)C(C)C.CN([C:69]([O:73]N1N=NC2C=CC=NC1=2)=[N+](C)C)C.F[P-](F)(F)(F)(F)F.C1C=CC2N(O)N=NC=2C=1.C([O-])([O-])=O.[Na+].[Na+].